From a dataset of Catalyst prediction with 721,799 reactions and 888 catalyst types from USPTO. Predict which catalyst facilitates the given reaction. (1) Reactant: C([Li])CCC.[O:6]1[CH2:10][CH2:9][O:8][CH:7]1[C:11]1[C:12]([F:18])=[N:13][CH:14]=[CH:15][C:16]=1I.[O:19]=[C:20]([CH2:25][CH3:26])[C:21]([O:23][CH3:24])=[O:22].O.C1COCC1. Product: [O:6]1[CH2:10][CH2:9][O:8][CH:7]1[C:11]1[C:12]([F:18])=[N:13][CH:14]=[CH:15][C:16]=1[C:20]([OH:19])([CH2:25][CH3:26])[C:21]([O:23][CH3:24])=[O:22]. The catalyst class is: 323. (2) The catalyst class is: 3. Product: [C:18]([O:22][C:23](=[O:24])[NH:25][C@H:26]([CH2:30][C:31]1[CH:36]=[CH:35][C:34]([O:37][CH3:38])=[CH:33][CH:32]=1)[C:27]([N:10]1[CH2:9][CH2:8][C:7]([C:13](=[O:17])[CH2:14][CH2:15][CH3:16])([CH:1]2[CH2:2][CH2:3][CH2:4][CH2:5][CH2:6]2)[CH2:12][CH2:11]1)=[O:28])([CH3:20])([CH3:21])[CH3:19]. Reactant: [CH:1]1([C:7]2([C:13](=[O:17])[CH2:14][CH2:15][CH3:16])[CH2:12][CH2:11][NH:10][CH2:9][CH2:8]2)[CH2:6][CH2:5][CH2:4][CH2:3][CH2:2]1.[C:18]([O:22][C:23]([NH:25][C@H:26]([CH2:30][C:31]1[CH:36]=[CH:35][C:34]([O:37][CH3:38])=[CH:33][CH:32]=1)[C:27](O)=[O:28])=[O:24])([CH3:21])([CH3:20])[CH3:19].C(Cl)CCl.C1C=CC2N(O)N=NC=2C=1. (3) Reactant: [CH2:1]([N:6]1[CH2:11][CH2:10][C:9]2([C:19]3[C:14](=[CH:15][CH:16]=[CH:17][CH:18]=3)[N:13]([C:20]3[CH:25]=[CH:24][CH:23]=[CH:22][C:21]=3[NH:26][C:27]([NH:29]C(=O)C3C=CC=CC=3)=[S:28])[CH2:12]2)[CH2:8][CH2:7]1)[C:2]([CH3:5])([CH3:4])[CH3:3].[Li+].[OH-]. Product: [CH2:1]([N:6]1[CH2:7][CH2:8][C:9]2([C:19]3[C:14](=[CH:15][CH:16]=[CH:17][CH:18]=3)[N:13]([C:20]3[CH:25]=[CH:24][CH:23]=[CH:22][C:21]=3[NH:26][C:27]([NH2:29])=[S:28])[CH2:12]2)[CH2:10][CH2:11]1)[C:2]([CH3:5])([CH3:4])[CH3:3]. The catalyst class is: 36. (4) Reactant: [C:1]1([C:26]2[CH:31]=[CH:30][CH:29]=[CH:28][CH:27]=2)[CH:6]=[CH:5][CH:4]=[C:3]([C:7]2[O:8][C:9]([CH3:25])=[C:10]([CH2:12][CH2:13]OS(C3C=CC(C)=CC=3)(=O)=O)[N:11]=2)[CH:2]=1.C([O:34][C:35](=[O:55])[C:36]([CH3:54])([O:47]C1C=CC=CC=1)[CH2:37][C:38]1[CH:43]=[CH:42][C:41]([OH:44])=[C:40]([O:45][CH3:46])[CH:39]=1)C. Product: [C:1]1([C:26]2[CH:27]=[CH:28][CH:29]=[CH:30][CH:31]=2)[CH:6]=[CH:5][CH:4]=[C:3]([C:7]2[O:8][C:9]([CH3:25])=[C:10]([CH2:12][CH2:13][O:44][C:41]3[CH:42]=[CH:43][C:38]([CH2:37][C:36]([CH3:54])([O:47][C:1]4[CH:6]=[CH:5][CH:4]=[CH:3][CH:2]=4)[C:35]([OH:34])=[O:55])=[CH:39][C:40]=3[O:45][CH3:46])[N:11]=2)[CH:2]=1. The catalyst class is: 8.